From a dataset of Full USPTO retrosynthesis dataset with 1.9M reactions from patents (1976-2016). Predict the reactants needed to synthesize the given product. (1) Given the product [CH2:1]([C@H:3]1[N:12]([C:13](=[O:22])[C:14]2[CH:19]=[CH:18][C:17]([OH:20])=[CH:16][CH:15]=2)[C:11]2[C:6](=[CH:7][CH:8]=[C:9]([F:23])[CH:10]=2)[N:5]([CH2:24][CH:25]([CH3:27])[CH3:26])[C:4]1=[O:28])[CH3:2], predict the reactants needed to synthesize it. The reactants are: [CH2:1]([C@H:3]1[N:12]([C:13](=[O:22])[C:14]2[CH:19]=[CH:18][C:17]([O:20]C)=[CH:16][CH:15]=2)[C:11]2[C:6](=[CH:7][CH:8]=[C:9]([F:23])[CH:10]=2)[N:5]([CH2:24][CH:25]([CH3:27])[CH3:26])[C:4]1=[O:28])[CH3:2].C([C@H]1N(C(=O)C2C=CC(O)=CC=2)C2C(=CC(F)=CC=2)N(C)C1=O)C. (2) Given the product [F:19][C:13]1[CH:14]=[CH:15][C:16]([F:18])=[CH:17][C:12]=1[C:7]1[C:6]([CH2:4][OH:3])=[C:10]([CH3:11])[O:9][N:8]=1, predict the reactants needed to synthesize it. The reactants are: C([O:3][C:4]([C:6]1[C:7]([C:12]2[CH:17]=[C:16]([F:18])[CH:15]=[CH:14][C:13]=2[F:19])=[N:8][O:9][C:10]=1[CH3:11])=O)C.C(OC(C1C(C2C=CC=CC=2F)=NOC=1C)=O)C. (3) Given the product [Br:20][C:21]1[CH:22]=[C:23]([CH3:38])[C:24]([CH:27]([S:28][CH2:13][CH2:12][CH2:11][O:10][Si:7]([C:3]([CH3:4])([CH3:5])[CH3:6])([CH3:8])[CH3:9])[C:29]2[C:34]([F:35])=[CH:33][CH:32]=[C:31]([F:36])[C:30]=2[F:37])=[CH:25][N:26]=1, predict the reactants needed to synthesize it. The reactants are: [H-].[Na+].[C:3]([Si:7]([O:10][CH2:11][CH2:12][CH2:13]Br)([CH3:9])[CH3:8])([CH3:6])([CH3:5])[CH3:4].CN(C)C=O.[Br:20][C:21]1[N:26]=[CH:25][C:24]([CH:27]([C:29]2[C:34]([F:35])=[CH:33][CH:32]=[C:31]([F:36])[C:30]=2[F:37])[SH:28])=[C:23]([CH3:38])[CH:22]=1. (4) The reactants are: [NH2:1][C:2]1[CH:14]=[CH:13][C:12]2[C:11]3[C:6](=[CH:7][CH:8]=[CH:9][CH:10]=3)[C:5]3([C:26]4[CH:25]=[C:24]([NH2:27])[CH:23]=[CH:22][C:21]=4[C:20]4[C:15]3=[CH:16][CH:17]=[CH:18][CH:19]=4)[C:4]=2[CH:3]=1.I[C:29]1[CH:34]=[CH:33][CH:32]=[CH:31][CH:30]=1.C[C:36]([CH3:39])([O-])[CH3:37].[Na+].C(P([C:50]([CH3:53])([CH3:52])C)C(C)(C)C)(C)(C)C. Given the product [C:29]1([N:1]([C:37]2[CH:36]=[CH:39][CH:52]=[CH:50][CH:53]=2)[C:2]2[CH:14]=[CH:13][C:12]3[C:11]4[C:6](=[CH:7][CH:8]=[CH:9][CH:10]=4)[C:5]4([C:26]5[CH:25]=[C:24]([N:27]([C:6]6[CH:11]=[CH:10][CH:9]=[CH:8][CH:7]=6)[C:2]6[CH:14]=[CH:13][CH:12]=[CH:4][CH:3]=6)[CH:23]=[CH:22][C:21]=5[C:20]5[C:15]4=[CH:16][CH:17]=[CH:18][CH:19]=5)[C:4]=3[CH:3]=2)[CH:34]=[CH:33][CH:32]=[CH:31][CH:30]=1, predict the reactants needed to synthesize it. (5) Given the product [Br:1][C:2]1[S:6][C:5]([CH:7]2[S:23](=[O:25])(=[O:22])[CH2:12][CH2:11][N:10]([C:14]([O:16][C:17]([CH3:18])([CH3:20])[CH3:19])=[O:15])[CH2:9][CH2:8]2)=[CH:4][CH:3]=1, predict the reactants needed to synthesize it. The reactants are: [Br:1][C:2]1[S:6][C:5]([CH:7]2S[CH2:12][CH2:11][N:10]([C:14]([O:16][C:17]([CH3:20])([CH3:19])[CH3:18])=[O:15])[CH2:9][CH2:8]2)=[CH:4][CH:3]=1.O[O:22][S:23]([O-:25])=O.[K+].OS([O-])(=O)=O.[K+].